From a dataset of Full USPTO retrosynthesis dataset with 1.9M reactions from patents (1976-2016). Predict the reactants needed to synthesize the given product. (1) Given the product [CH2:1]([O:3][C:4]1[C:8]([CH2:9][CH2:10][CH2:11][O:12][C:24]2[CH:29]=[CH:28][C:27]([CH2:30][CH2:31][C:32]([OH:34])=[O:33])=[CH:26][C:25]=2[O:37][CH3:38])=[CH:7][N:6]([C:13]2[CH:18]=[CH:17][C:16]([C:19]([F:21])([F:22])[F:20])=[CH:15][CH:14]=2)[N:5]=1)[CH3:2], predict the reactants needed to synthesize it. The reactants are: [CH2:1]([O:3][C:4]1[C:8]([CH2:9][CH2:10][CH2:11][OH:12])=[CH:7][N:6]([C:13]2[CH:18]=[CH:17][C:16]([C:19]([F:22])([F:21])[F:20])=[CH:15][CH:14]=2)[N:5]=1)[CH3:2].O[C:24]1[CH:29]=[CH:28][C:27]([CH2:30][CH2:31][C:32]([O:34]CC)=[O:33])=[CH:26][C:25]=1[O:37][CH3:38].C(P(CCCC)CCCC)CCC.N(C(N1CCCCC1)=O)=NC(N1CCCCC1)=O. (2) Given the product [CH3:18][O:17][C:10]1[CH:9]=[C:8]([CH2:7][C:19]#[N:20])[CH:13]=[CH:12][C:11]=1[N+:14]([O-:16])=[O:15], predict the reactants needed to synthesize it. The reactants are: C(OC(=O)[CH:7]([C:19]#[N:20])[C:8]1[CH:13]=[CH:12][C:11]([N+:14]([O-:16])=[O:15])=[C:10]([O:17][CH3:18])[CH:9]=1)(C)(C)C.C(Cl)Cl.FC(F)(F)C(O)=O. (3) Given the product [CH3:15][C:16]1[CH:25]=[C:24]2[C:19]([CH2:20][CH2:21][N:22]([C:1](=[O:7])[CH2:2][CH2:3][C:4]([OH:6])=[O:5])[CH:23]2[C:26]2[CH:31]=[CH:30][CH:29]=[CH:28][CH:27]=2)=[CH:18][CH:17]=1, predict the reactants needed to synthesize it. The reactants are: [C:1]1(=[O:7])[O:6][C:4](=[O:5])[CH2:3][CH2:2]1.CCN(CC)CC.[CH3:15][C:16]1[CH:25]=[C:24]2[C:19]([CH2:20][CH2:21][NH:22][CH:23]2[C:26]2[CH:31]=[CH:30][CH:29]=[CH:28][CH:27]=2)=[CH:18][CH:17]=1. (4) Given the product [CH2:9]([C:8]1[C:21]2[C:16](=[CH:17][CH:18]=[CH:19][CH:20]=2)[NH:22][C:2]=1[C:3]([O:5][CH2:6][CH3:7])=[O:4])[C:10]1[CH:15]=[CH:14][CH:13]=[CH:12][CH:11]=1, predict the reactants needed to synthesize it. The reactants are: O=[C:2]([CH2:8][CH2:9][C:10]1[CH:15]=[CH:14][CH:13]=[CH:12][CH:11]=1)[C:3]([O:5][CH2:6][CH3:7])=[O:4].[C:16]1([NH:22]N)[CH:21]=[CH:20][CH:19]=[CH:18][CH:17]=1.Cl.